This data is from Blood-brain barrier permeability classification from the B3DB database. The task is: Regression/Classification. Given a drug SMILES string, predict its absorption, distribution, metabolism, or excretion properties. Task type varies by dataset: regression for continuous measurements (e.g., permeability, clearance, half-life) or binary classification for categorical outcomes (e.g., BBB penetration, CYP inhibition). Dataset: b3db_classification. (1) The result is 0 (does not penetrate BBB). The molecule is CO/N=C(\C(=O)N[C@H]1C(=O)N2C(C(=O)O)=C(CSc3nc(C)c(CC(=O)O)s3)CS[C@@H]12)c1csc(N)n1. (2) The molecule is Nc1ccn(C2CCC(CO)O2)c(=O)n1. The result is 0 (does not penetrate BBB). (3) The drug is CNc1cc(OC)c(C(=O)N[C@H]2CCN(Cc3ccccc3)[C@@H]2C)cc1Cl. The result is 1 (penetrates BBB).